Dataset: Forward reaction prediction with 1.9M reactions from USPTO patents (1976-2016). Task: Predict the product of the given reaction. (1) Given the reactants CN(C(ON1N=NC2C1=CC=CC=2)=[N+](C)C)C.F[P-](F)(F)(F)(F)F.[N:25]1[CH:30]=[CH:29][CH:28]=[C:27]([C:31]2[CH:39]=[CH:38][C:34]([C:35]([OH:37])=O)=[CH:33][CH:32]=2)[CH:26]=1.[CH:40]1([N:44]2[CH2:50][CH2:49][C:48]3[CH:51]=[CH:52][C:53]([N:55]4[CH2:60][CH2:59][NH:58][CH2:57][CH2:56]4)=[CH:54][C:47]=3[CH2:46][CH2:45]2)[CH2:43][CH2:42][CH2:41]1.CN1CCOCC1, predict the reaction product. The product is: [CH:40]1([N:44]2[CH2:50][CH2:49][C:48]3[CH:51]=[CH:52][C:53]([N:55]4[CH2:60][CH2:59][N:58]([C:35]([C:34]5[CH:33]=[CH:32][C:31]([C:27]6[CH:26]=[N:25][CH:30]=[CH:29][CH:28]=6)=[CH:39][CH:38]=5)=[O:37])[CH2:57][CH2:56]4)=[CH:54][C:47]=3[CH2:46][CH2:45]2)[CH2:43][CH2:42][CH2:41]1. (2) Given the reactants N[C:2]1[CH:11]=[CH:10][CH:9]=[C:8]2[C:3]=1[N:4]=[C:5]([C:24]1[CH:29]=[CH:28][CH:27]=[CH:26][C:25]=1[Cl:30])[C:6]([CH2:12][N:13]1[C:21](=[O:22])[C:20]3[C:15](=[CH:16][CH:17]=[CH:18][CH:19]=3)[C:14]1=[O:23])=[N:7]2.CC(C)=O.Cl.N([O-])=O.[Na+].[I-:40].[K+], predict the reaction product. The product is: [Cl:30][C:25]1[CH:26]=[CH:27][CH:28]=[CH:29][C:24]=1[C:5]1[C:6]([CH2:12][N:13]2[C:21](=[O:22])[C:20]3[C:15](=[CH:16][CH:17]=[CH:18][CH:19]=3)[C:14]2=[O:23])=[N:7][C:8]2[C:3]([N:4]=1)=[C:2]([I:40])[CH:11]=[CH:10][CH:9]=2. (3) Given the reactants [CH2:1]([C@H:8]([CH2:12][C:13]([O:15]C(C)(C)C)=[O:14])[C:9]([OH:11])=O)[C:2]1[CH:7]=[CH:6][CH:5]=[CH:4][CH:3]=1.[Cl:20][C:21]1[CH:26]=[CH:25][CH:24]=[CH:23][C:22]=1[C:27]1[N:32]=[N:31][C:30]([NH2:33])=[CH:29][CH:28]=1.BrC1N=NC(N)=CC=1.ClC1C=CC=CC=1B(O)O, predict the reaction product. The product is: [CH2:1]([C@@H:8]([C:9]([NH:33][C:30]1[N:31]=[N:32][C:27]([C:22]2[CH:23]=[CH:24][CH:25]=[CH:26][C:21]=2[Cl:20])=[CH:28][CH:29]=1)=[O:11])[CH2:12][C:13]([OH:15])=[O:14])[C:2]1[CH:3]=[CH:4][CH:5]=[CH:6][CH:7]=1. (4) Given the reactants [OH:1][CH:2]1[CH2:6][CH2:5][NH:4][CH2:3]1.[CH2:7]([O:14][C:15](Cl)=[O:16])[C:8]1[CH:13]=[CH:12][CH:11]=[CH:10][CH:9]=1.Cl, predict the reaction product. The product is: [CH2:7]([O:14][C:15]([N:4]1[CH2:5][CH2:6][CH:2]([OH:1])[CH2:3]1)=[O:16])[C:8]1[CH:13]=[CH:12][CH:11]=[CH:10][CH:9]=1. (5) Given the reactants [Si:1]([O:8][CH2:9][C@@H:10]1[CH:15]=[C:14]([C:16](=[O:20])[N:17]([CH3:19])[CH3:18])[C@@H:13]([OH:21])[CH2:12][N:11]1[C:22]([O:24][C:25]([CH3:28])([CH3:27])[CH3:26])=[O:23])([C:4]([CH3:7])([CH3:6])[CH3:5])([CH3:3])[CH3:2].CC(OI1(OC(C)=O)(OC(C)=O)OC(=O)C2C=CC=CC1=2)=O, predict the reaction product. The product is: [Si:1]([O:8][CH2:9][C@@H:10]1[CH:15]=[C:14]([C:16](=[O:20])[N:17]([CH3:18])[CH3:19])[C:13](=[O:21])[CH2:12][N:11]1[C:22]([O:24][C:25]([CH3:28])([CH3:27])[CH3:26])=[O:23])([C:4]([CH3:7])([CH3:6])[CH3:5])([CH3:3])[CH3:2]. (6) Given the reactants [S:1]1[C:5]2[CH:6]=[CH:7][C:8]([CH2:10][CH2:11][O:12][CH2:13][CH2:14][CH2:15][N:16]3[CH2:20][CH2:19][CH:18]([NH2:21])[CH2:17]3)=[CH:9][C:4]=2[CH:3]=[CH:2]1.C(N(CC)CC)C.[C:29](Cl)(=[O:31])[CH3:30].O, predict the reaction product. The product is: [S:1]1[C:5]2[CH:6]=[CH:7][C:8]([CH2:10][CH2:11][O:12][CH2:13][CH2:14][CH2:15][N:16]3[CH2:20][CH2:19][CH:18]([NH:21][C:29](=[O:31])[CH3:30])[CH2:17]3)=[CH:9][C:4]=2[CH:3]=[CH:2]1.